This data is from Forward reaction prediction with 1.9M reactions from USPTO patents (1976-2016). The task is: Predict the product of the given reaction. The product is: [CH3:19][NH:20][C:2]1[C:3]([S:15]([CH3:18])(=[O:17])=[O:16])=[C:4]([CH:8]=[CH:9][C:10]=1[C:11]([F:14])([F:13])[F:12])[C:5]([OH:7])=[O:6]. Given the reactants F[C:2]1[C:3]([S:15]([CH3:18])(=[O:17])=[O:16])=[C:4]([CH:8]=[CH:9][C:10]=1[C:11]([F:14])([F:13])[F:12])[C:5]([OH:7])=[O:6].[CH3:19][NH2:20].Cl, predict the reaction product.